Dataset: Full USPTO retrosynthesis dataset with 1.9M reactions from patents (1976-2016). Task: Predict the reactants needed to synthesize the given product. (1) Given the product [Br:1][C:2]1[CH:3]=[CH:4][C:5]([NH:8][C@@H:9]([CH3:13])[CH2:10][C:11]([NH2:12])=[O:14])=[CH:6][CH:7]=1, predict the reactants needed to synthesize it. The reactants are: [Br:1][C:2]1[CH:7]=[CH:6][C:5]([NH:8][C@@H:9]([CH3:13])[CH2:10][C:11]#[N:12])=[CH:4][CH:3]=1.[OH:14]S(O)(=O)=O. (2) Given the product [Cl:1][C:2]1[CH:14]=[C:13]([Cl:15])[CH:12]=[CH:11][C:3]=1[CH2:4][NH:5][C@H:6]1[CH2:10][CH2:9][N:8]([C:17]2[CH:22]=[CH:21][C:20]([N+:23]([O-:25])=[O:24])=[CH:19][N:18]=2)[CH2:7]1, predict the reactants needed to synthesize it. The reactants are: [Cl:1][C:2]1[CH:14]=[C:13]([Cl:15])[CH:12]=[CH:11][C:3]=1[CH2:4][NH:5][C@H:6]1[CH2:10][CH2:9][NH:8][CH2:7]1.Br[C:17]1[CH:22]=[CH:21][C:20]([N+:23]([O-:25])=[O:24])=[CH:19][N:18]=1.C(=O)([O-])[O-].[Cs+].[Cs+]. (3) Given the product [C:1]([C:5]1[CH:6]=[CH:7][C:8]([S:11][C:19]2[CH:26]=[CH:25][C:22]([CH:23]=[O:24])=[CH:21][CH:20]=2)=[CH:9][CH:10]=1)([CH3:4])([CH3:2])[CH3:3], predict the reactants needed to synthesize it. The reactants are: [C:1]([C:5]1[CH:10]=[CH:9][C:8]([SH:11])=[CH:7][CH:6]=1)([CH3:4])([CH3:3])[CH3:2].C(=O)([O-])[O-].[Cs+].[Cs+].Br[C:19]1[CH:26]=[CH:25][C:22]([CH:23]=[O:24])=[CH:21][CH:20]=1.CC(C)(C(=O)CC(=O)C(C)(C)C)C.